Dataset: Full USPTO retrosynthesis dataset with 1.9M reactions from patents (1976-2016). Task: Predict the reactants needed to synthesize the given product. Given the product [Cl:1][C:2]1[CH:9]=[C:8]([N:10]([C@H:11]2[CH2:15][CH2:14][N:13]([S:28]([CH:25]3[CH2:27][CH2:26]3)(=[O:30])=[O:29])[CH2:12]2)[CH2:16][C:17]2[CH:22]=[C:21]([F:23])[CH:20]=[CH:19][C:18]=2[CH3:24])[CH:7]=[CH:6][C:3]=1[C:4]#[N:5], predict the reactants needed to synthesize it. The reactants are: [Cl:1][C:2]1[CH:9]=[C:8]([N:10]([CH2:16][C:17]2[CH:22]=[C:21]([F:23])[CH:20]=[CH:19][C:18]=2[CH3:24])[C@H:11]2[CH2:15][CH2:14][NH:13][CH2:12]2)[CH:7]=[CH:6][C:3]=1[C:4]#[N:5].[CH:25]1([S:28](Cl)(=[O:30])=[O:29])[CH2:27][CH2:26]1.